From a dataset of Reaction yield outcomes from USPTO patents with 853,638 reactions. Predict the reaction yield, written as a fraction of the theoretical maximum amount of product (1.0 means a 100% yield; for example, 0.34 means a 34% yield). (1) The reactants are [Cl:1][C:2]1[N:7]=[C:6]([N:8]2[CH2:13][CH2:12][O:11][CH2:10][CH2:9]2)[CH:5]=[C:4](I)[CH:3]=1.CC1(C)C(C)(C)OB([C:23]2[CH:28]=[CH:27][C:26]([N:29]3[CH2:34][CH2:33][N:32]([C:35]([O:37][C:38]([CH3:41])([CH3:40])[CH3:39])=[O:36])[CH2:31][CH2:30]3)=[CH:25][CH:24]=2)O1.C(=O)([O-])[O-].[Na+].[Na+]. The catalyst is C1C=CC([P]([Pd]([P](C2C=CC=CC=2)(C2C=CC=CC=2)C2C=CC=CC=2)([P](C2C=CC=CC=2)(C2C=CC=CC=2)C2C=CC=CC=2)[P](C2C=CC=CC=2)(C2C=CC=CC=2)C2C=CC=CC=2)(C2C=CC=CC=2)C2C=CC=CC=2)=CC=1.O1CCOCC1. The product is [Cl:1][C:2]1[CH:3]=[C:4]([C:23]2[CH:24]=[CH:25][C:26]([N:29]3[CH2:30][CH2:31][N:32]([C:35]([O:37][C:38]([CH3:41])([CH3:40])[CH3:39])=[O:36])[CH2:33][CH2:34]3)=[CH:27][CH:28]=2)[CH:5]=[C:6]([N:8]2[CH2:13][CH2:12][O:11][CH2:10][CH2:9]2)[N:7]=1. The yield is 0.870. (2) The yield is 0.950. The product is [CH3:34][C:26]1[CH:27]=[CH:22][C:23]([S:28]([O:21][CH2:20][CH2:19][C:16]2[CH:17]=[C:18]3[C:13](=[CH:14][CH:15]=2)[NH:12][CH:11]=[C:10]3[S:7]([C:1]2[CH:2]=[CH:3][CH:4]=[CH:5][CH:6]=2)(=[O:8])=[O:9])(=[O:29])=[O:30])=[CH:24][CH:25]=1. No catalyst specified. The reactants are [C:1]1([S:7]([C:10]2[C:18]3[C:13](=[CH:14][CH:15]=[C:16]([CH2:19][CH2:20][OH:21])[CH:17]=3)[NH:12][CH:11]=2)(=[O:9])=[O:8])[CH:6]=[CH:5][CH:4]=[CH:3][CH:2]=1.[C:22]1(C)[C:23]([S:28](Cl)(=[O:30])=[O:29])=[CH:24][CH:25]=[CH:26][CH:27]=1.N1C=CC=C[CH:34]=1. (3) The catalyst is CN(C=O)C.C1COCC1. The product is [F:1][C:2]1[CH:7]=[C:6]([I:8])[CH:5]=[CH:4][C:3]=1[NH:9][C:17]1[C:12]([NH:11][S:27]([CH:24]2[CH2:26][CH2:25]2)(=[O:29])=[O:28])=[CH:13][N:14]([CH3:20])[C:15](=[O:19])[C:16]=1[CH3:18]. The yield is 0.350. The reactants are [F:1][C:2]1[CH:7]=[C:6]([I:8])[CH:5]=[CH:4][C:3]=1[N:9]1[C:17]2[C:12](=[CH:13][N:14]([CH3:20])[C:15](=[O:19])[C:16]=2[CH3:18])[NH:11]C1=O.[H-].[Na+].[CH:24]1([S:27](Cl)(=[O:29])=[O:28])[CH2:26][CH2:25]1.[OH-].[Na+].Cl. (4) The reactants are [Br:1][C:2]1[CH:10]=[CH:9][C:8]2[C:4](=[C:5]3[N:14]=[C:13](Cl)[C:12]([C:16]4[CH:21]=[CH:20][CH:19]=[CH:18][CH:17]=4)=[CH:11][N:6]3[N:7]=2)[CH:3]=1.[C:22]([O:26][C:27](=[O:48])[NH:28][C:29]1([C:33]2[CH:38]=[CH:37][C:36](B3OC(C)(C)C(C)(C)O3)=[CH:35][CH:34]=2)[CH2:32][CH2:31][CH2:30]1)([CH3:25])([CH3:24])[CH3:23].C(=O)([O-])[O-].[Na+].[Na+]. The catalyst is O1CCOCC1.O.C1C=CC([P]([Pd]([P](C2C=CC=CC=2)(C2C=CC=CC=2)C2C=CC=CC=2)([P](C2C=CC=CC=2)(C2C=CC=CC=2)C2C=CC=CC=2)[P](C2C=CC=CC=2)(C2C=CC=CC=2)C2C=CC=CC=2)(C2C=CC=CC=2)C2C=CC=CC=2)=CC=1. The product is [C:22]([O:26][C:27](=[O:48])[NH:28][C:29]1([C:33]2[CH:34]=[CH:35][C:36]([C:13]3[C:12]([C:16]4[CH:21]=[CH:20][CH:19]=[CH:18][CH:17]=4)=[CH:11][N:6]4[N:7]=[C:8]5[C:4]([CH:3]=[C:2]([Br:1])[CH:10]=[CH:9]5)=[C:5]4[N:14]=3)=[CH:37][CH:38]=2)[CH2:30][CH2:31][CH2:32]1)([CH3:25])([CH3:23])[CH3:24]. The yield is 0.206. (5) The reactants are [NH2:1][C:2]1[C:3]([C:10]([O:12][CH3:13])=[O:11])=[N:4][C:5]([O:8][CH3:9])=[CH:6][N:7]=1.[CH3:14][C:15]1[C:24]2[C:19](=[CH:20][CH:21]=[CH:22][CH:23]=2)[C:18]([C:25](Cl)=[O:26])=[CH:17][CH:16]=1.N1C=CC=CC=1. The catalyst is CN(C)C1C=CN=CC=1.C(Cl)(Cl)Cl. The product is [CH3:13][O:12][C:10]([C:3]1[C:2]([NH:1][C:25]([C:18]2[C:19]3[C:24](=[CH:23][CH:22]=[CH:21][CH:20]=3)[C:15]([CH3:14])=[CH:16][CH:17]=2)=[O:26])=[N:7][CH:6]=[C:5]([O:8][CH3:9])[N:4]=1)=[O:11]. The yield is 0.610. (6) The reactants are [BH4-].[Li+].[CH2:3]([N:10]([CH2:18][C:19]1[CH:24]=[CH:23][CH:22]=[CH:21][CH:20]=1)[CH2:11][C@@H:12]([F:17])[C:13](OC)=[O:14])[C:4]1[CH:9]=[CH:8][CH:7]=[CH:6][CH:5]=1. The catalyst is C1COCC1. The yield is 0.930. The product is [CH2:18]([N:10]([CH2:3][C:4]1[CH:5]=[CH:6][CH:7]=[CH:8][CH:9]=1)[CH2:11][C@@H:12]([F:17])[CH2:13][OH:14])[C:19]1[CH:20]=[CH:21][CH:22]=[CH:23][CH:24]=1. (7) The reactants are [F:1][C:2]1[CH:17]=[CH:16][C:5]([O:6][C:7]2[CH:12]=[CH:11][N:10]=[C:9]([CH:13](O)[CH3:14])[N:8]=2)=[CH:4][CH:3]=1.C(N(CC)CC)C.CS(Cl)(=O)=O.[N-:30]=[N+:31]=[N-:32].[Na+]. The catalyst is C(Cl)Cl.O. The product is [N:30]([CH:13]([C:9]1[N:8]=[C:7]([O:6][C:5]2[CH:16]=[CH:17][C:2]([F:1])=[CH:3][CH:4]=2)[CH:12]=[CH:11][N:10]=1)[CH3:14])=[N+:31]=[N-:32]. The yield is 0.770. (8) The reactants are C=[C:2]1[CH2:5][CH:4]([C:6](O)=O)[CH2:3]1.[N-:9]=[N+]=[N-].[Na+].[CH3:13][C:14]([O:17][C:18]([O:20]C(OC(C)(C)C)=O)=O)([CH3:16])[CH3:15]. The catalyst is C1COCC1.[Br-].C([N+](CCCC)(CCCC)CCCC)CCC.C(S([O-])(=O)=O)(F)(F)F.C(S([O-])(=O)=O)(F)(F)F.[Zn+2]. The product is [C:18]([NH:9][CH:2]1[CH2:3][C:4](=[CH2:6])[CH2:5]1)([O:17][C:14]([CH3:16])([CH3:15])[CH3:13])=[O:20]. The yield is 0.349. (9) The reactants are Cl[CH2:2][C:3](Cl)=[O:4].[NH2:6][C:7]1[CH:12]=[C:11]([Cl:13])[CH:10]=[C:9]([N+:14]([O-:16])=[O:15])[C:8]=1[OH:17].C(=O)([O-])[O-].[K+].[K+]. The catalyst is C(Cl)(Cl)Cl. The product is [Cl:13][C:11]1[CH:10]=[C:9]([N+:14]([O-:16])=[O:15])[C:8]2[O:17][CH2:2][C:3](=[O:4])[NH:6][C:7]=2[CH:12]=1. The yield is 0.720. (10) The reactants are C([O:4][C@H:5]1[CH2:22][CH2:21][C@@:20]2([CH3:23])[C@@H:7]([CH2:8][CH2:9][C@:10]3([CH3:49])[C@@H:19]2[CH2:18][CH2:17][C@H:16]2[C@@:11]3([CH3:48])[CH2:12][CH2:13][C@@:14]3([C:30]([N:32]4[CH2:36][CH2:35][CH2:34][C@H:33]4[C:37]4[NH:38][C:39]([C:42]5[CH:47]=[CH:46][CH:45]=[CH:44][CH:43]=5)=[CH:40][N:41]=4)=[O:31])[CH2:26][CH2:25][C@@H:24]([CH:27]([CH3:29])[CH3:28])[C@@H:15]32)[C:6]1([CH3:51])[CH3:50])(=O)C.C1COCC1.[OH-].[Na+]. The catalyst is CO.O. The product is [OH:4][C@H:5]1[CH2:22][CH2:21][C@@:20]2([CH3:23])[C@@H:7]([CH2:8][CH2:9][C@:10]3([CH3:49])[C@@H:19]2[CH2:18][CH2:17][C@H:16]2[C@@:11]3([CH3:48])[CH2:12][CH2:13][C@@:14]3([C:30]([N:32]4[CH2:36][CH2:35][CH2:34][C@H:33]4[C:37]4[NH:38][C:39]([C:42]5[CH:43]=[CH:44][CH:45]=[CH:46][CH:47]=5)=[CH:40][N:41]=4)=[O:31])[CH2:26][CH2:25][C@@H:24]([CH:27]([CH3:28])[CH3:29])[C@@H:15]32)[C:6]1([CH3:51])[CH3:50]. The yield is 0.750.